This data is from Forward reaction prediction with 1.9M reactions from USPTO patents (1976-2016). The task is: Predict the product of the given reaction. (1) Given the reactants [C:1]([O:5][C:6]([N:8]1[CH2:20][C@@H:19]([CH3:21])[N:18]2[C@H:10]([CH2:11][C:12]3[C:17]2=[N:16][C:15]([CH2:22][S:23][C:24]([C:37]2[CH:42]=[CH:41][CH:40]=[CH:39][CH:38]=2)([C:31]2[CH:36]=[CH:35][CH:34]=[CH:33][CH:32]=2)[C:25]2[CH:30]=[CH:29][CH:28]=[CH:27][CH:26]=2)=[C:14](Br)[CH:13]=3)[CH2:9]1)=[O:7])([CH3:4])([CH3:3])[CH3:2].C([Li])(C)(C)C.CN(C)[CH:51]=[O:52], predict the reaction product. The product is: [C:1]([O:5][C:6]([N:8]1[CH2:20][C@@H:19]([CH3:21])[N:18]2[C@H:10]([CH2:11][C:12]3[C:17]2=[N:16][C:15]([CH2:22][S:23][C:24]([C:37]2[CH:42]=[CH:41][CH:40]=[CH:39][CH:38]=2)([C:31]2[CH:36]=[CH:35][CH:34]=[CH:33][CH:32]=2)[C:25]2[CH:30]=[CH:29][CH:28]=[CH:27][CH:26]=2)=[C:14]([CH:51]=[O:52])[CH:13]=3)[CH2:9]1)=[O:7])([CH3:4])([CH3:3])[CH3:2]. (2) Given the reactants [CH2:1]([N:8]1[CH:12]=[CH:11][C:10]([CH:13]([CH3:15])[CH3:14])=[N:9]1)[C:2]1[CH:7]=[CH:6][CH:5]=[CH:4][CH:3]=1.[N+]([O-])([O-])=O.[Ce+4].[NH4+].[NH4+].[N+]([O-])([O-])=O.[N+]([O-])([O-])=O.[N+]([O-])([O-])=O.[N+]([O-])([O-])=O.[N+]([O-])([O-])=O.C(#N)C.[I:46]I, predict the reaction product. The product is: [CH2:1]([N:8]1[CH:12]=[C:11]([I:46])[C:10]([CH:13]([CH3:15])[CH3:14])=[N:9]1)[C:2]1[CH:3]=[CH:4][CH:5]=[CH:6][CH:7]=1. (3) Given the reactants [CH3:1][C:2]([CH3:46])=[CH:3][CH2:4][CH2:5]/[C:6](/[CH3:45])=[CH:7]/[CH2:8][CH2:9]/[C:10](/[CH3:44])=[CH:11]/[CH2:12][CH2:13]/[C:14](/[CH3:43])=[CH:15]/[CH2:16][CH2:17]/[C:18](/[CH3:42])=[CH:19]/[CH2:20][CH2:21]/[C:22](/[CH3:41])=[CH:23]/[CH2:24][CH2:25]/[C:26](/[CH3:40])=[CH:27]/[CH2:28][CH2:29]/[C:30](/[CH3:39])=[CH:31]/[CH2:32][CH2:33]/[C:34](/[CH3:38])=[CH:35]/[CH2:36]O.P(Br)(Br)[Br:48], predict the reaction product. The product is: [CH3:1][C:2]([CH3:46])=[CH:3][CH2:4][CH2:5]/[C:6](/[CH3:45])=[CH:7]/[CH2:8][CH2:9]/[C:10](/[CH3:44])=[CH:11]/[CH2:12][CH2:13]/[C:14](/[CH3:43])=[CH:15]/[CH2:16][CH2:17]/[C:18](/[CH3:42])=[CH:19]/[CH2:20][CH2:21]/[C:22](/[CH3:41])=[CH:23]/[CH2:24][CH2:25]/[C:26](/[CH3:40])=[CH:27]/[CH2:28][CH2:29]/[C:30](/[CH3:39])=[CH:31]/[CH2:32][CH2:33]/[C:34](/[CH3:38])=[CH:35]/[CH2:36][Br:48].